This data is from Forward reaction prediction with 1.9M reactions from USPTO patents (1976-2016). The task is: Predict the product of the given reaction. (1) Given the reactants [F:1][C:2]([F:39])([F:38])[C:3]1[CH:4]=[C:5]([CH:31]=[C:32]([C:34]([F:37])([F:36])[F:35])[CH:33]=1)[CH2:6][N:7]1[CH2:14][CH2:13][CH2:12][NH:11][C:10]2[N:15]=[C:16](S(C)(=O)=O)[N:17]=[C:18]([C:19]3[CH:24]=[CH:23][CH:22]=[CH:21][C:20]=3[CH3:25])[C:9]=2[C:8]1=[O:30].[N:40]1[CH:45]=[CH:44][CH:43]=[N:42][C:41]=1[N:46]1[CH2:51][CH2:50][NH:49][CH2:48][CH2:47]1, predict the reaction product. The product is: [F:1][C:2]([F:39])([F:38])[C:3]1[CH:4]=[C:5]([CH:31]=[C:32]([C:34]([F:37])([F:36])[F:35])[CH:33]=1)[CH2:6][N:7]1[CH2:14][CH2:13][CH2:12][NH:11][C:10]2[N:15]=[C:16]([N:49]3[CH2:50][CH2:51][N:46]([C:41]4[N:40]=[CH:45][CH:44]=[CH:43][N:42]=4)[CH2:47][CH2:48]3)[N:17]=[C:18]([C:19]3[CH:24]=[CH:23][CH:22]=[CH:21][C:20]=3[CH3:25])[C:9]=2[C:8]1=[O:30]. (2) Given the reactants Cl[C:2]1[C:3](=[O:15])[N:4]([C@@H:9]([CH:12]2[CH2:14][CH2:13]2)[CH2:10][CH3:11])[CH:5]=[C:6]([Cl:8])[N:7]=1.[Cl:16][C:17]1[C:18]([F:28])=[C:19]([O:26][CH3:27])[CH:20]=[C:21]2[C:25]=1[NH:24][CH2:23][CH2:22]2, predict the reaction product. The product is: [Cl:8][C:6]1[N:7]=[C:2]([N:24]2[C:25]3[C:21](=[CH:20][C:19]([O:26][CH3:27])=[C:18]([F:28])[C:17]=3[Cl:16])[CH2:22][CH2:23]2)[C:3](=[O:15])[N:4]([C@@H:9]([CH:12]2[CH2:14][CH2:13]2)[CH2:10][CH3:11])[CH:5]=1. (3) Given the reactants [H-].[Na+].[CH2:3]1[O:8][CH:7]([C:9]2[CH:14]=[CH:13][CH:12]=[CH:11][CH:10]=2)[O:6][CH2:5][CH:4]1[OH:15].Br[CH2:17][CH2:18][O:19][Si:20]([C:23]([CH3:26])([CH3:25])[CH3:24])([CH3:22])[CH3:21].[Cl-].[NH4+], predict the reaction product. The product is: [C:23]([Si:20]([CH3:22])([CH3:21])[O:19][CH2:18][CH2:17][O:15][CH:4]1[CH2:3][O:8][CH:7]([C:9]2[CH:14]=[CH:13][CH:12]=[CH:11][CH:10]=2)[O:6][CH2:5]1)([CH3:26])([CH3:25])[CH3:24]. (4) Given the reactants Br[CH2:2][B-:3]([F:6])([F:5])[F:4].[K+:7].[C:8]([N:15]1[CH2:20][CH2:19][NH:18][C@H:17]([CH3:21])[CH2:16]1)([O:10][C:11]([CH3:14])([CH3:13])[CH3:12])=[O:9].C([O-])([O-])=O.[K+].[K+], predict the reaction product. The product is: [C:11]([O:10][C:8]([N:15]1[CH2:20][CH2:19][N:18]([CH2:2][B-:3]([F:6])([F:5])[F:4])[C@H:17]([CH3:21])[CH2:16]1)=[O:9])([CH3:14])([CH3:12])[CH3:13].[K+:7]. (5) Given the reactants Cl[C:2]1[N:7]=[C:6]([O:8][C:9]2[CH:14]=[CH:13][C:12]([N+:15]([O-:17])=[O:16])=[CH:11][C:10]=2[F:18])[CH:5]=[CH:4][N:3]=1.[CH3:19][O:20][C:21]1[CH:28]=[CH:27][C:24]([CH2:25][NH2:26])=[CH:23][CH:22]=1.C([O-])([O-])=O.[K+].[K+].CN(C=O)C, predict the reaction product. The product is: [CH3:19][O:20][C:21]1[CH:28]=[CH:27][C:24]([CH2:25][NH:26][C:2]2[N:7]=[C:6]([O:8][C:9]3[CH:14]=[CH:13][C:12]([N+:15]([O-:17])=[O:16])=[CH:11][C:10]=3[F:18])[CH:5]=[CH:4][N:3]=2)=[CH:23][CH:22]=1. (6) Given the reactants [CH2:1]([O:5][C:6]1[CH:35]=[CH:34][C:9]([CH2:10][NH:11][C:12]2[N:17]=[C:16]([O:18][CH2:19][C:20]([F:23])([F:22])[F:21])[N:15]=[C:14]([NH:24][C:25]3[CH:33]=[CH:32][C:28]([C:29]([OH:31])=O)=[CH:27][CH:26]=3)[N:13]=2)=[CH:8][CH:7]=1)[CH2:2][CH:3]=[CH2:4].[CH2:36]([S:39]([NH2:42])(=[O:41])=[O:40])[CH:37]=[CH2:38].CN(C(ON1N=NC2C=CC=NC1=2)=[N+](C)C)C.F[P-](F)(F)(F)(F)F, predict the reaction product. The product is: [CH2:36]([S:39]([NH:42][C:29](=[O:31])[C:28]1[CH:27]=[CH:26][C:25]([NH:24][C:14]2[N:13]=[C:12]([NH:11][CH2:10][C:9]3[CH:8]=[CH:7][C:6]([O:5][CH2:1][CH2:2][CH:3]=[CH2:4])=[CH:35][CH:34]=3)[N:17]=[C:16]([O:18][CH2:19][C:20]([F:21])([F:22])[F:23])[N:15]=2)=[CH:33][CH:32]=1)(=[O:41])=[O:40])[CH:37]=[CH2:38]. (7) Given the reactants C1(P(C2C=CC=CC=2)C2C=CC=CC=2)C=CC=CC=1.[Br:20]Br.[C:22]([O:26][C:27]([C@:29]1([NH:43][C:44]([O:46][C:47]([CH3:50])([CH3:49])[CH3:48])=[O:45])[CH2:34][C@H:33](O)[C@@H:32]2[C@H:30]1[C@H:31]2[C:36]([O:38][C:39]([CH3:42])([CH3:41])[CH3:40])=[O:37])=[O:28])([CH3:25])([CH3:24])[CH3:23], predict the reaction product. The product is: [C:22]([O:26][C:27]([C@:29]1([NH:43][C:44]([O:46][C:47]([CH3:50])([CH3:49])[CH3:48])=[O:45])[CH2:34][C@@H:33]([Br:20])[C@@H:32]2[C@H:30]1[C@H:31]2[C:36]([O:38][C:39]([CH3:42])([CH3:41])[CH3:40])=[O:37])=[O:28])([CH3:25])([CH3:24])[CH3:23]. (8) Given the reactants [Br:1]N1C(=O)CCC1=O.[CH:9]1[C:17]2[C:16]3[CH:18]=[CH:19][CH:20]=[CH:21][C:15]=3[S:14][C:13]=2[C:12]([N:22]2[C:34]3[CH:33]=[CH:32][CH:31]=[CH:30][C:29]=3[C:28]3[C:23]2=[CH:24][CH:25]=[CH:26][CH:27]=3)=[CH:11][CH:10]=1, predict the reaction product. The product is: [Br:1][C:31]1[CH:32]=[CH:33][C:34]2[N:22]([C:12]3[C:13]4[S:14][C:15]5[CH:21]=[CH:20][CH:19]=[CH:18][C:16]=5[C:17]=4[CH:9]=[CH:10][CH:11]=3)[C:23]3[C:28]([C:29]=2[CH:30]=1)=[CH:27][CH:26]=[CH:25][CH:24]=3. (9) Given the reactants [C:1]([C:4]1[CH:12]=[CH:11][CH:10]=[CH:9][C:5]=1[C:6]([OH:8])=[O:7])(=[O:3])[CH3:2].ClC1C=CC=CC=1.Br.O, predict the reaction product. The product is: [C:6]1(=[O:8])[C:5]2[CH:9]=[CH:10][CH:11]=[CH:12][C:4]=2[C:1](=[O:3])[CH2:2][O:7]1. (10) Given the reactants [Cl:1][C:2]1[CH:14]=[CH:13][C:5]([C:6]([CH2:8][CH2:9][C:10]([OH:12])=O)=[O:7])=[CH:4][CH:3]=1.ON1C2C=CC=CC=2N=N1.Cl.C(N=C=NCCCN(C)C)C.[CH:37]1([N:42]2[CH2:47][CH2:46][NH:45][CH2:44][CH2:43]2)[CH2:41][CH2:40][CH2:39][CH2:38]1, predict the reaction product. The product is: [ClH:1].[Cl:1][C:2]1[CH:3]=[CH:4][C:5]([C:6](=[O:7])[CH2:8][CH2:9][C:10]([N:45]2[CH2:46][CH2:47][N:42]([CH:37]3[CH2:41][CH2:40][CH2:39][CH2:38]3)[CH2:43][CH2:44]2)=[O:12])=[CH:13][CH:14]=1.